This data is from Catalyst prediction with 721,799 reactions and 888 catalyst types from USPTO. The task is: Predict which catalyst facilitates the given reaction. (1) Reactant: [ClH:1].[CH:2]([O:5][C:6](=[NH:8])[NH2:7])([CH3:4])[CH3:3].[Cl-].[Cl:10][C:11]([NH2:13])=[NH2+:12]. Product: [ClH:10].[CH:2]([O:5][C:6](=[NH:7])[NH2:8])([CH3:4])[CH3:3].[Cl-:1].[Cl:10][C:11]([NH2:13])=[NH2+:12].[N:7]#[C:6][NH2:8]. The catalyst class is: 32. (2) Reactant: Cl[C:2]1[C:12]([C:13]#[N:14])=[CH:11][C:5]([C:6]([O:8][CH2:9][CH3:10])=[O:7])=[C:4]([CH:15]([F:17])[F:16])[N:3]=1.[NH:18]1[CH2:21][CH:20]([C:22]([OH:24])=[O:23])[CH2:19]1. Product: [C:13]([C:12]1[C:2]([N:18]2[CH2:21][CH:20]([C:22]([OH:24])=[O:23])[CH2:19]2)=[N:3][C:4]([CH:15]([F:17])[F:16])=[C:5]([C:6]([O:8][CH2:9][CH3:10])=[O:7])[CH:11]=1)#[N:14]. The catalyst class is: 14. (3) Reactant: [OH:1][C:2]1[CH:10]=[CH:9][C:8]2[NH:7][C:6]3[CH:11]([CH2:14][C:15]([O:17][CH2:18][CH3:19])=[O:16])[CH2:12][CH2:13][C:5]=3[C:4]=2[CH:3]=1.C([O-])([O-])=O.[K+].[K+].Br[CH2:27][C:28]1[CH:33]=[CH:32][C:31]([C:34]([F:37])([F:36])[F:35])=[CH:30][C:29]=1[C:38]([F:41])([F:40])[F:39]. Product: [F:39][C:38]([F:40])([F:41])[C:29]1[CH:30]=[C:31]([C:34]([F:37])([F:35])[F:36])[CH:32]=[CH:33][C:28]=1[CH2:27][O:1][C:2]1[CH:10]=[CH:9][C:8]2[NH:7][C:6]3[CH:11]([CH2:14][C:15]([O:17][CH2:18][CH3:19])=[O:16])[CH2:12][CH2:13][C:5]=3[C:4]=2[CH:3]=1. The catalyst class is: 31. (4) Reactant: [C:1]([O:5][C:6]([CH:8]1[CH2:12][C:11]([F:14])([F:13])[CH2:10][N:9]1[C:15]([O:17]CC1C=CC=CC=1)=O)=[O:7])([CH3:4])([CH3:3])[CH3:2].[H][H].[CH2:27]([O:34][C:35]([NH:37][CH:38](C)[C:39](O)=O)=[O:36])[C:28]1[CH:33]=[CH:32][CH:31]=[CH:30][CH:29]=1.C(Cl)CCl.CCN(C(C)C)C(C)C.C1C=CC2N(O)N=NC=2C=1. Product: [C:1]([O:5][C:6]([CH:8]1[CH2:12][C:11]([F:13])([F:14])[CH2:10][N:9]1[C:15](=[O:17])[CH:38]([NH:37][C:35]([O:34][CH2:27][C:28]1[CH:33]=[CH:32][CH:31]=[CH:30][CH:29]=1)=[O:36])[CH3:39])=[O:7])([CH3:2])([CH3:3])[CH3:4]. The catalyst class is: 43. (5) Reactant: [Cl:1][S:2]([OH:5])(=O)=[O:3].[CH:6]1([C:11]2[C:15]3[N:16]=[C:17]([C:21]4[CH:26]=[CH:25][CH:24]=[CH:23][C:22]=4[O:27][CH2:28][CH3:29])[NH:18][C:19](=[O:20])[C:14]=3[O:13][N:12]=2)[CH2:10][CH2:9][CH2:8][CH2:7]1. Product: [CH:6]1([C:11]2[C:15]3[N:16]=[C:17]([C:21]4[CH:26]=[C:25]([S:2]([Cl:1])(=[O:5])=[O:3])[CH:24]=[CH:23][C:22]=4[O:27][CH2:28][CH3:29])[NH:18][C:19](=[O:20])[C:14]=3[O:13][N:12]=2)[CH2:7][CH2:8][CH2:9][CH2:10]1. The catalyst class is: 4. (6) Reactant: C([N:14]1[CH2:22][C:21]2[C:16](=[CH:17][C:18]([CH:24]3[CH2:29][CH2:28][O:27][CH2:26][CH2:25]3)=[C:19]([F:23])[CH:20]=2)[CH2:15]1)(C1C=CC=CC=1)C1C=CC=CC=1. Product: [F:23][C:19]1[CH:20]=[C:21]2[C:16](=[CH:17][C:18]=1[CH:24]1[CH2:25][CH2:26][O:27][CH2:28][CH2:29]1)[CH2:15][NH:14][CH2:22]2. The catalyst class is: 19. (7) Reactant: [H-].[Na+].[F:3][C:4]1[CH:5]=[C:6]([CH2:28][OH:29])[CH:7]=[CH:8][C:9]=1[C:10]1[S:11][C:12]2[C:17]([N:18]=1)=[CH:16][CH:15]=[C:14]([C:19]1([C:22]3[CH:27]=[CH:26][CH:25]=[CH:24][CH:23]=3)[CH2:21][CH2:20]1)[N:13]=2.Br[CH2:31][C:32]([O:34][CH3:35])=[O:33]. Product: [F:3][C:4]1[CH:5]=[C:6]([CH:7]=[CH:8][C:9]=1[C:10]1[S:11][C:12]2[C:17]([N:18]=1)=[CH:16][CH:15]=[C:14]([C:19]1([C:22]3[CH:23]=[CH:24][CH:25]=[CH:26][CH:27]=3)[CH2:20][CH2:21]1)[N:13]=2)[CH2:28][O:29][CH2:31][C:32]([O:34][CH3:35])=[O:33]. The catalyst class is: 3. (8) Reactant: [F:1][C:2]1[CH:3]=[C:4]2[C:8](=[CH:9][CH:10]=1)[CH2:7][C:6]([CH3:11])=[C:5]2[CH2:12][C:13](OC)=[O:14]. Product: [F:1][C:2]1[CH:3]=[C:4]2[C:8](=[CH:9][CH:10]=1)[CH2:7][C:6]([CH3:11])=[C:5]2[CH2:12][CH2:13][OH:14]. The catalyst class is: 1. (9) Reactant: [CH3:1][CH2:2][OH:3].[K].Cl[C:6]1[C:7]([C:16]([F:19])([F:18])[F:17])=[CH:8][C:9]([N+:13]([O-:15])=[O:14])=[C:10]([NH2:12])[CH:11]=1. Product: [CH2:2]([O:3][C:6]1[C:7]([C:16]([F:17])([F:19])[F:18])=[CH:8][C:9]([N+:13]([O-:15])=[O:14])=[C:10]([NH2:12])[CH:11]=1)[CH3:1]. The catalyst class is: 6.